From a dataset of Peptide-MHC class II binding affinity with 134,281 pairs from IEDB. Regression. Given a peptide amino acid sequence and an MHC pseudo amino acid sequence, predict their binding affinity value. This is MHC class II binding data. (1) The peptide sequence is KMIGGIGGFIKVRQYDQIAI. The MHC is DRB1_0404 with pseudo-sequence DRB1_0404. The binding affinity (normalized) is 0.266. (2) The peptide sequence is SQDLEVSWNLNGLQAY. The MHC is DRB1_0401 with pseudo-sequence DRB1_0401. The binding affinity (normalized) is 0.625. (3) The peptide sequence is KGSNDHYLALLVKYA. The MHC is DRB3_0202 with pseudo-sequence DRB3_0202. The binding affinity (normalized) is 0.182.